From a dataset of Forward reaction prediction with 1.9M reactions from USPTO patents (1976-2016). Predict the product of the given reaction. (1) Given the reactants OS(O)(=O)=O.[NH2:6][C:7]1[CH:15]=[CH:14][C:13]([OH:16])=[CH:12][C:8]=1[C:9]([OH:11])=[O:10].[C:17]([O-])(O)=O.[Na+], predict the reaction product. The product is: [NH2:6][C:7]1[CH:15]=[CH:14][C:13]([OH:16])=[CH:12][C:8]=1[C:9]([O:11][CH3:17])=[O:10]. (2) Given the reactants [C:1]([O:5][C:6](=[O:33])[CH2:7][N:8]([C:26]([O:28][C:29]([CH3:32])([CH3:31])[CH3:30])=[O:27])[C:9]1[CH:14]=[CH:13][CH:12]=[C:11]([CH2:15]NS(C2C=NC=CC=2)(=O)=O)[N:10]=1)([CH3:4])([CH3:3])[CH3:2].S1C=CN=C1C1C=CC(CNS(C2C=NC=CC=2)(=O)=[O:46])=CC=1.N1C=CC(C2C=CC(CO)=CC=2)=CN=1, predict the reaction product. The product is: [C:1]([O:5][C:6](=[O:33])[CH2:7][N:8]([C:26]([O:28][C:29]([CH3:32])([CH3:30])[CH3:31])=[O:27])[C:9]1[CH:14]=[CH:13][CH:12]=[C:11]([CH2:15][OH:46])[N:10]=1)([CH3:4])([CH3:3])[CH3:2]. (3) Given the reactants [CH2:1]([O:3][C:4](=[O:17])[CH2:5][NH:6][CH2:7][CH2:8][NH:9]C(OC(C)(C)C)=O)[CH3:2].Cl, predict the reaction product. The product is: [CH2:1]([O:3][C:4](=[O:17])[CH2:5][NH:6][CH2:7][CH2:8][NH2:9])[CH3:2]. (4) Given the reactants [C:1]([O:5][C@@H:6]([C:12]1[C:13]([CH3:30])=[N:14][C:15]2[N:16]([N:24]=[C:25]([C:27](O)=[O:28])[CH:26]=2)[C:17]=1/[CH:18]=[CH:19]/[CH2:20][CH:21]([CH3:23])[CH3:22])[C:7]([O:9]CC)=[O:8])([CH3:4])([CH3:3])[CH3:2].[CH3:31][C:32]([CH3:37])([CH3:36])[CH2:33][CH2:34][NH2:35].CCN(C(C)C)C(C)C.CN(C(ON1N=NC2C=CC=NC1=2)=[N+](C)C)C.F[P-](F)(F)(F)(F)F.[OH-].[Na+], predict the reaction product. The product is: [C:1]([O:5][C@@H:6]([C:12]1[C:13]([CH3:30])=[N:14][C:15]2[N:16]([N:24]=[C:25]([C:27](=[O:28])[NH:35][CH2:34][CH2:33][C:32]([CH3:37])([CH3:36])[CH3:31])[CH:26]=2)[C:17]=1/[CH:18]=[CH:19]/[CH2:20][CH:21]([CH3:23])[CH3:22])[C:7]([OH:9])=[O:8])([CH3:2])([CH3:3])[CH3:4]. (5) The product is: [I:15][C:14]1[C:9]([NH:8][C@H:6]2[C@@H:5]3[O:20][C:24]([CH3:26])([CH3:25])[O:21][C@@H:4]3[C@@H:3]([CH2:2][OH:1])[CH2:7]2)=[N:10][C:11]([S:18][CH3:19])=[N:12][C:13]=1[O:16][CH3:17]. Given the reactants [OH:1][CH2:2][C@H:3]1[CH2:7][C@@H:6]([NH:8][C:9]2[C:14]([I:15])=[C:13]([O:16][CH3:17])[N:12]=[C:11]([S:18][CH3:19])[N:10]=2)[C@H:5]([OH:20])[C@@H:4]1[OH:21].CO[C:24](OC)([CH3:26])[CH3:25].CCN(CC)CC, predict the reaction product.